From a dataset of Reaction yield outcomes from USPTO patents with 853,638 reactions. Predict the reaction yield, written as a fraction of the theoretical maximum amount of product (1.0 means a 100% yield; for example, 0.34 means a 34% yield). (1) The reactants are [C:1]([O:5][C:6]([N:8]1[CH2:13][CH2:12][CH:11]([N:14]([C:29]([O:31][C:32]([CH3:35])([CH3:34])[CH3:33])=[O:30])[C:15]2[CH:20]=[CH:19][C:18]([O:21]C(OC(C)(C)C)=O)=[CH:17][N:16]=2)[CH2:10][CH2:9]1)=[O:7])([CH3:4])([CH3:3])[CH3:2].[Li+].[OH-].O. The catalyst is C1COCC1.CO. The product is [C:1]([O:5][C:6]([N:8]1[CH2:13][CH2:12][CH:11]([N:14]([C:29]([O:31][C:32]([CH3:35])([CH3:34])[CH3:33])=[O:30])[C:15]2[CH:20]=[CH:19][C:18]([OH:21])=[CH:17][N:16]=2)[CH2:10][CH2:9]1)=[O:7])([CH3:4])([CH3:3])[CH3:2]. The yield is 0.800. (2) The reactants are [NH2:1][CH2:2][C:3]1[CH:4]=[C:5]([CH:14]=[CH:15][CH:16]=1)[NH:6][CH2:7][C:8]1[CH:13]=[CH:12][CH:11]=[CH:10][CH:9]=1.[O:17]1[CH2:19][C@@H:18]1[C@@H:20]([NH:28][C:29](=[O:35])[O:30][C:31]([CH3:34])([CH3:33])[CH3:32])[CH2:21][C:22]1[CH:27]=[CH:26][CH:25]=[CH:24][CH:23]=1. The catalyst is CC(O)C. The product is [CH2:7]([NH:6][C:5]1[CH:4]=[C:3]([CH:16]=[CH:15][CH:14]=1)[CH2:2][NH:1][CH2:19][C@@H:18]([OH:17])[C@@H:20]([NH:28][C:29](=[O:35])[O:30][C:31]([CH3:33])([CH3:32])[CH3:34])[CH2:21][C:22]1[CH:27]=[CH:26][CH:25]=[CH:24][CH:23]=1)[C:8]1[CH:13]=[CH:12][CH:11]=[CH:10][CH:9]=1. The yield is 0.530.